From a dataset of Reaction yield outcomes from USPTO patents with 853,638 reactions. Predict the reaction yield, written as a fraction of the theoretical maximum amount of product (1.0 means a 100% yield; for example, 0.34 means a 34% yield). (1) The reactants are [OH:1][CH:2]([C:4]1[CH:13]=[CH:12][C:7]([C:8]([O:10][CH3:11])=[O:9])=[CH:6][CH:5]=1)[CH3:3].[CH:14]1[C:19](O)=[CH:18][CH:17]=[C:16]([CH3:21])[CH:15]=1.C1(P(C2C=CC=CC=2)C2C=CC=CC=2)C=CC=CC=1.C(OC(N=NC(OC(C)C)=O)=O)(C)C. The catalyst is O1CCCC1. The product is [C:16]1([CH3:21])[CH:17]=[CH:18][C:19]([O:1][CH:2]([C:4]2[CH:13]=[CH:12][C:7]([C:8]([O:10][CH3:11])=[O:9])=[CH:6][CH:5]=2)[CH3:3])=[CH:14][CH:15]=1. The yield is 0.370. (2) The reactants are [CH3:1][O:2][C@@H:3]1[CH2:7][CH2:6][N:5]([C:8]2[N:13]=[CH:12][C:11]([C:14]([O:16]C)=[O:15])=[CH:10][N:9]=2)[CH2:4]1.[ClH:18]. No catalyst specified. The product is [ClH:18].[CH3:1][O:2][C@@H:3]1[CH2:7][CH2:6][N:5]([C:8]2[N:9]=[CH:10][C:11]([C:14]([OH:16])=[O:15])=[CH:12][N:13]=2)[CH2:4]1. The yield is 0.910. (3) The reactants are [H-].[Al+3].[Li+].[H-].[H-].[H-].C([O:9][C:10]([C:12]1[C:13]([CH3:24])=[N:14][N:15]([C:18]2[CH:23]=[CH:22][CH:21]=[CH:20][N:19]=2)[C:16]=1[CH3:17])=O)C. The catalyst is O1CCCC1. The product is [CH3:24][C:13]1[C:12]([CH2:10][OH:9])=[C:16]([CH3:17])[N:15]([C:18]2[CH:23]=[CH:22][CH:21]=[CH:20][N:19]=2)[N:14]=1. The yield is 0.860. (4) The reactants are [Br:1]Br.[CH3:3][C:4]1[CH:9]=[C:8]([N+:10]([O-:12])=[O:11])[CH:7]=[CH:6][C:5]=1[OH:13]. The catalyst is CC(O)=O. The product is [Br:1][C:6]1[CH:7]=[C:8]([N+:10]([O-:12])=[O:11])[CH:9]=[C:4]([CH3:3])[C:5]=1[OH:13]. The yield is 0.800. (5) The catalyst is C1COCC1. The product is [CH:13]1([CH2:12][N:11]2[C:10]3[CH:19]=[CH:20][C:21]([N:23]([CH3:33])[S:24]([C:27]4[CH:32]=[CH:31][CH:30]=[CH:29][CH:28]=4)(=[O:26])=[O:25])=[CH:22][C:9]=3[N:8]=[C:7]2[C:3]([CH3:6])([CH3:4])[CH3:5])[CH2:18][CH2:17][CH2:16][CH2:15][CH2:14]1. The yield is 0.810. The reactants are [H-].[Na+].[C:3]([C:7]1[N:11]([CH2:12][CH:13]2[CH2:18][CH2:17][CH2:16][CH2:15][CH2:14]2)[C:10]2[CH:19]=[CH:20][C:21]([NH:23][S:24]([C:27]3[CH:32]=[CH:31][CH:30]=[CH:29][CH:28]=3)(=[O:26])=[O:25])=[CH:22][C:9]=2[N:8]=1)([CH3:6])([CH3:5])[CH3:4].[CH3:33]I.